Dataset: Reaction yield outcomes from USPTO patents with 853,638 reactions. Task: Predict the reaction yield, written as a fraction of the theoretical maximum amount of product (1.0 means a 100% yield; for example, 0.34 means a 34% yield). (1) The reactants are [CH3:1][C:2]1[N:3]([CH2:28][C:29]([O:31]CC)=[O:30])[C:4]2[CH2:5][CH2:6][C:7]([CH3:27])([CH3:26])[CH2:8][C:9]=2[C:10]=1[CH2:11][C:12]1[CH:17]=[CH:16][CH:15]=[CH:14][C:13]=1[S:18]([N:21]1[CH2:25][CH2:24][CH2:23][CH2:22]1)(=[O:20])=[O:19].O.[OH-].[Na+]. The catalyst is C1COCC1. The product is [CH3:1][C:2]1[N:3]([CH2:28][C:29]([OH:31])=[O:30])[C:4]2[CH2:5][CH2:6][C:7]([CH3:27])([CH3:26])[CH2:8][C:9]=2[C:10]=1[CH2:11][C:12]1[CH:17]=[CH:16][CH:15]=[CH:14][C:13]=1[S:18]([N:21]1[CH2:22][CH2:23][CH2:24][CH2:25]1)(=[O:19])=[O:20]. The yield is 0.747. (2) The reactants are Cl.C([NH:9][C:10]12[CH2:17][CH2:16][C:13]([C:18]3[C:22]4=[C:23]5[CH:29]=[CH:28][NH:27][C:24]5=[N:25][CH:26]=[C:21]4[NH:20][N:19]=3)([CH2:14][CH2:15]1)[CH2:12][CH2:11]2)C1C=CC=CC=1.C([O-])=O.[NH4+]. The catalyst is CO. The product is [C:18]1([C:13]23[CH2:16][CH2:17][C:10]([NH2:9])([CH2:15][CH2:14]2)[CH2:11][CH2:12]3)[C:22]2=[C:23]3[CH:29]=[CH:28][NH:27][C:24]3=[N:25][CH:26]=[C:21]2[NH:20][N:19]=1. The yield is 0.710. (3) The reactants are [OH:1][CH:2]([CH2:12][NH:13][C:14](=[O:20])[O:15][C:16]([CH3:19])([CH3:18])[CH3:17])[CH2:3][NH:4][C:5](=[O:11])[O:6][C:7]([CH3:10])([CH3:9])[CH3:8].N1C=CN=C1.[Si:26](Cl)([C:29]([CH3:32])([CH3:31])[CH3:30])([CH3:28])[CH3:27].CCOCC. The catalyst is CN(C=O)C.[Cl-].[Na+].O. The product is [Si:26]([O:1][CH:2]([CH2:12][NH:13][C:14](=[O:20])[O:15][C:16]([CH3:19])([CH3:18])[CH3:17])[CH2:3][NH:4][C:5](=[O:11])[O:6][C:7]([CH3:10])([CH3:9])[CH3:8])([C:29]([CH3:32])([CH3:31])[CH3:30])([CH3:28])[CH3:27]. The yield is 0.860. (4) The reactants are [NH2:1][C:2]1[C:3]([CH3:30])=[C:4]([C:8]2[C:20]3[C:19]4[C:14](=[CH:15][C:16]([O:21][CH2:22][CH2:23][O:24][CH3:25])=[CH:17][CH:18]=4)[NH:13][C:12]=3[C:11]([C:26]([NH2:28])=[O:27])=[N:10][C:9]=2[CH3:29])[CH:5]=[CH:6][CH:7]=1.[NH:31]1[C:36]2[CH:37]=[CH:38][CH:39]=[CH:40][C:35]=2[C:34](=O)[O:33][C:32]1=O.COC(OC)OC.O.O.O.O.O.O.[N+]([O-])([O-])=O.[La+3].[N+]([O-])([O-])=O.[N+]([O-])([O-])=O. The catalyst is O1CCCC1.CCOC(C)=O.O.CO.CS(C)=O. The product is [CH3:25][O:24][CH2:23][CH2:22][O:21][C:16]1[CH:15]=[C:14]2[C:19]([C:20]3[C:8]([C:4]4[CH:5]=[CH:6][CH:7]=[C:2]([N:1]5[C:34](=[O:33])[C:35]6[C:36](=[CH:37][CH:38]=[CH:39][CH:40]=6)[N:31]=[CH:32]5)[C:3]=4[CH3:30])=[C:9]([CH3:29])[N:10]=[C:11]([C:26]([NH2:28])=[O:27])[C:12]=3[NH:13]2)=[CH:18][CH:17]=1. The yield is 0.0775.